This data is from Catalyst prediction with 721,799 reactions and 888 catalyst types from USPTO. The task is: Predict which catalyst facilitates the given reaction. (1) Reactant: [N:1]([CH2:4][CH2:5][N:6]1[CH2:12][CH2:11][CH2:10][CH2:9][C:8]([CH2:21][CH3:22])([C:13]2[CH:18]=[CH:17][CH:16]=[C:15]([O:19][CH3:20])[CH:14]=2)[C:7]1=[O:23])=[N+]=[N-].[ClH:24]. Product: [ClH:24].[NH2:1][CH2:4][CH2:5][N:6]1[CH2:12][CH2:11][CH2:10][CH2:9][C:8]([CH2:21][CH3:22])([C:13]2[CH:18]=[CH:17][CH:16]=[C:15]([O:19][CH3:20])[CH:14]=2)[C:7]1=[O:23]. The catalyst class is: 19. (2) Reactant: Br[C:2]1[C:8]([CH:9]([F:11])[F:10])=[CH:7][C:5]([NH2:6])=[C:4]([F:12])[CH:3]=1.[CH3:13][N:14]1[CH:18]=[C:17](B2OC(C)(C)C(C)(C)O2)[CH:16]=[N:15]1.C([O-])([O-])=O.[Na+].[Na+]. Product: [F:10][CH:9]([F:11])[C:8]1[C:2]([C:17]2[CH:16]=[N:15][N:14]([CH3:13])[CH:18]=2)=[CH:3][C:4]([F:12])=[C:5]([CH:7]=1)[NH2:6]. The catalyst class is: 117.